Dataset: Full USPTO retrosynthesis dataset with 1.9M reactions from patents (1976-2016). Task: Predict the reactants needed to synthesize the given product. The reactants are: [NH2:1][C:2]1[CH:3]=[C:4]([C:8]2[CH2:9][CH2:10][N:11]([C:14]([O:16][C:17]([CH3:20])([CH3:19])[CH3:18])=[O:15])[CH2:12][CH:13]=2)[CH:5]=[CH:6][CH:7]=1. Given the product [NH2:1][C:2]1[CH:3]=[C:4]([CH:8]2[CH2:9][CH2:10][N:11]([C:14]([O:16][C:17]([CH3:20])([CH3:19])[CH3:18])=[O:15])[CH2:12][CH2:13]2)[CH:5]=[CH:6][CH:7]=1, predict the reactants needed to synthesize it.